Task: Predict the product of the given reaction.. Dataset: Forward reaction prediction with 1.9M reactions from USPTO patents (1976-2016) (1) Given the reactants [Cl:1][C:2]1[CH:3]=[C:4]([C:8]2[O:12][N:11]=[C:10]([CH:13]([OH:15])C)[CH:9]=2)[CH:5]=[CH:6][CH:7]=1.ClC1C=C([C:23]2[O:27]N=C(C(=O)C)C=2)C=CC=1.[BH4-].[Na+], predict the reaction product. The product is: [CH3:23][O:27][C:13]([C:10]1[CH:9]=[C:8]([C:4]2[CH:5]=[CH:6][CH:7]=[C:2]([Cl:1])[CH:3]=2)[O:12][N:11]=1)=[O:15]. (2) The product is: [CH3:23][N:24]1[CH2:29][CH2:28][N:27]([C:18]([C:12]2[S:13][C:14]3[CH2:15][CH2:16][O:17][C:8]4[CH:7]=[C:6]([C:4]5[CH:5]=[N:1][NH:2][CH:3]=5)[CH:22]=[CH:21][C:9]=4[C:10]=3[N:11]=2)=[O:19])[CH2:26][CH2:25]1. Given the reactants [NH:1]1[CH:5]=[C:4]([C:6]2[CH:22]=[CH:21][C:9]3[C:10]4[N:11]=[C:12]([C:18](O)=[O:19])[S:13][C:14]=4[CH2:15][CH2:16][O:17][C:8]=3[CH:7]=2)[CH:3]=[N:2]1.[CH3:23][N:24]1[CH2:29][CH2:28][NH:27][CH2:26][CH2:25]1, predict the reaction product. (3) Given the reactants [CH2:1]([N:8]([C@H:14]([CH3:17])[CH2:15][OH:16])[C:9](=[O:13])[CH:10](Cl)[CH3:11])[C:2]1[CH:7]=[CH:6][CH:5]=[CH:4][CH:3]=1.CC(C)([O-])C.[K+], predict the reaction product. The product is: [CH2:1]([N:8]1[C@H:14]([CH3:17])[CH2:15][O:16][CH:10]([CH3:11])[C:9]1=[O:13])[C:2]1[CH:7]=[CH:6][CH:5]=[CH:4][CH:3]=1. (4) Given the reactants C([O:8][C:9]1[CH:14]=[CH:13][C:12]([C:15]2[C:23]3[C:18](=[N:19][CH:20]=[N:21][C:22]=3[NH2:24])[N:17]([C@H:25]3[CH2:30][CH2:29][C@H:28]([N:31]4[CH2:36][CH2:35][N:34]([CH3:37])[CH2:33][CH2:32]4)[CH2:27][CH2:26]3)[N:16]=2)=[CH:11][CH:10]=1)C1C=CC=CC=1.C([O-])=O.[NH4+], predict the reaction product. The product is: [NH2:24][C:22]1[N:21]=[CH:20][N:19]=[C:18]2[N:17]([C@H:25]3[CH2:30][CH2:29][C@H:28]([N:31]4[CH2:32][CH2:33][N:34]([CH3:37])[CH2:35][CH2:36]4)[CH2:27][CH2:26]3)[N:16]=[C:15]([C:12]3[CH:13]=[CH:14][C:9]([OH:8])=[CH:10][CH:11]=3)[C:23]=12.